Dataset: Reaction yield outcomes from USPTO patents with 853,638 reactions. Task: Predict the reaction yield, written as a fraction of the theoretical maximum amount of product (1.0 means a 100% yield; for example, 0.34 means a 34% yield). (1) The product is [NH2:25][CH2:26][CH:27]1[CH2:32][CH2:31][CH:30]([CH2:33][NH:34][C:2]2[N:10]=[CH:9][N:8]=[C:7]3[C:3]=2[N:4]=[C:5]([C:18]2[CH:23]=[CH:22][CH:21]=[CH:20][C:19]=2[Cl:24])[N:6]3[C:11]2[CH:12]=[CH:13][C:14]([Cl:17])=[CH:15][CH:16]=2)[CH2:29][CH2:28]1. The catalyst is O1CCOCC1. The yield is 0.760. The reactants are Cl[C:2]1[N:10]=[CH:9][N:8]=[C:7]2[C:3]=1[N:4]=[C:5]([C:18]1[CH:23]=[CH:22][CH:21]=[CH:20][C:19]=1[Cl:24])[N:6]2[C:11]1[CH:16]=[CH:15][C:14]([Cl:17])=[CH:13][CH:12]=1.[NH2:25][CH2:26][CH:27]1[CH2:32][CH2:31][CH:30]([CH2:33][NH2:34])[CH2:29][CH2:28]1. (2) The product is [CH3:33][N:30]1[CH2:31][CH2:32][CH:27]([N:26]([C:35]2[CH:40]=[CH:39][CH:38]=[CH:37][CH:36]=2)[C:24]2[CH:23]=[CH:22][C:18]([C:19]([N:64]([CH2:59][CH3:60])[CH2:73][CH3:74])=[O:20])=[CH:17][CH:25]=2)[CH:28]([CH3:34])[CH2:29]1. The catalyst is CN1C(=O)CCC1.C1COCC1.C(N(CC)CC)C.C(NCC)C.O. The reactants are C(C1C=C(OC)C=C(C(C)(C)C)C=1[C:17]1[CH:25]=[C:24]([N:26]([C:35]2[CH:40]=[CH:39][CH:38]=[CH:37][CH:36]=2)[CH:27]2[CH2:32][CH2:31][N:30]([CH3:33])[CH2:29][CH:28]2[CH3:34])[CH:23]=[CH:22][C:18]=1[C:19]([O-])=[O:20])(C)(C)C.C[O-].[Na+].CO.CN([P+](ON1N=[N:64][C:59]2[CH:60]=CC=CC1=2)(N(C)C)N(C)C)C.F[P-](F)(F)(F)(F)F.[C:73]1(C)C=CC=C[CH:74]=1. The yield is 0.590. (3) The reactants are [NH2:1][CH2:2][C:3]1[CH:4]=[C:5]([C:9]#[C:10][C:11]2[C:12]([NH:17][C:18]3[CH:23]=[CH:22][C:21]([O:24][CH2:25][C:26]4[CH:31]=[CH:30][CH:29]=[C:28]([F:32])[CH:27]=4)=[C:20]([Cl:33])[CH:19]=3)=[N:13][CH:14]=[N:15][CH:16]=2)[CH:6]=[CH:7][CH:8]=1.[C:34]([O:38]C(=O)NCC1C=CC=C(C#CC2C(NC3C=CC(OCC4C=CC=C(F)C=4)=C(Cl)C=3)=NC=NC=2)C=1)(C)(C)[CH3:35].[OH-].[Na+]. The catalyst is C(Cl)(Cl)Cl. The product is [Cl:33][C:20]1[CH:19]=[C:18]([NH:17][C:12]2[C:11]([C:10]#[C:9][C:5]3[CH:4]=[C:3]([CH:8]=[CH:7][CH:6]=3)[CH2:2][NH:1][C:34](=[O:38])[CH3:35])=[CH:16][N:15]=[CH:14][N:13]=2)[CH:23]=[CH:22][C:21]=1[O:24][CH2:25][C:26]1[CH:31]=[CH:30][CH:29]=[C:28]([F:32])[CH:27]=1. The yield is 0.950.